Predict the reaction yield, written as a fraction of the theoretical maximum amount of product (1.0 means a 100% yield; for example, 0.34 means a 34% yield). From a dataset of Reaction yield outcomes from USPTO patents with 853,638 reactions. (1) The reactants are [CH3:1][C:2]1([CH3:20])[O:7][CH2:6][CH:5]([CH2:8][O:9][C:10]2[C:15]([CH3:16])=[CH:14][N+:13]([O-])=[C:12]([CH3:18])[C:11]=2[CH3:19])[CH2:4][O:3]1.C(OC(=O)C)(=[O:23])C.[OH-].[Na+]. The catalyst is CO. The product is [CH3:1][C:2]1([CH3:20])[O:7][CH2:6][CH:5]([CH2:8][O:9][C:10]2[C:15]([CH3:16])=[CH:14][N:13]=[C:12]([CH2:18][OH:23])[C:11]=2[CH3:19])[CH2:4][O:3]1. The yield is 0.596. (2) The catalyst is COCCOC.O.C1C=CC([P]([Pd]([P](C2C=CC=CC=2)(C2C=CC=CC=2)C2C=CC=CC=2)([P](C2C=CC=CC=2)(C2C=CC=CC=2)C2C=CC=CC=2)[P](C2C=CC=CC=2)(C2C=CC=CC=2)C2C=CC=CC=2)(C2C=CC=CC=2)C2C=CC=CC=2)=CC=1. The yield is 1.00. The reactants are Cl[C:2]1[N:7]=[C:6]([O:8][CH3:9])[N:5]=[C:4]([NH:10][CH2:11][CH2:12][C:13]2[CH:18]=[CH:17][C:16]([O:19][CH3:20])=[CH:15][CH:14]=2)[CH:3]=1.[CH3:21][O:22][C:23]1[CH:28]=[CH:27][C:26](B(O)O)=[CH:25][N:24]=1.C([O-])([O-])=O.[Cs+].[Cs+]. The product is [CH3:9][O:8][C:6]1[N:5]=[C:4]([NH:10][CH2:11][CH2:12][C:13]2[CH:18]=[CH:17][C:16]([O:19][CH3:20])=[CH:15][CH:14]=2)[CH:3]=[C:2]([C:26]2[CH:25]=[N:24][C:23]([O:22][CH3:21])=[CH:28][CH:27]=2)[N:7]=1. (3) The reactants are [C:1]1([CH2:7][C:8](Cl)=[O:9])[CH:6]=[CH:5][CH:4]=[CH:3][CH:2]=1.[S-:11][C:12]#[N:13].[K+].[NH2:15][C:16]1[CH:37]=[CH:36][C:19]([O:20][C:21]2[CH:26]=[CH:25][N:24]=[C:23]([NH:27][C:28]([N:30]3[CH2:35][CH2:34][O:33][CH2:32][CH2:31]3)=[O:29])[CH:22]=2)=[C:18]([CH3:38])[CH:17]=1.CN(C)C=O. The catalyst is C(#N)C.C(OCC)C.C(O)C. The product is [CH3:38][C:18]1[CH:17]=[C:16]([NH:15][C:12]([NH:13][C:8](=[O:9])[CH2:7][C:1]2[CH:6]=[CH:5][CH:4]=[CH:3][CH:2]=2)=[S:11])[CH:37]=[CH:36][C:19]=1[O:20][C:21]1[CH:26]=[CH:25][N:24]=[C:23]([NH:27][C:28]([N:30]2[CH2:35][CH2:34][O:33][CH2:32][CH2:31]2)=[O:29])[CH:22]=1. The yield is 0.310. (4) The reactants are [C:1]1([Mg]Br)[CH:6]=[CH:5][CH:4]=[CH:3][CH:2]=1.[C:9]1([C:15]2[CH:16]=[CH:17][C:18](=[O:21])[NH:19][N:20]=2)[CH:14]=[CH:13][CH:12]=[CH:11][CH:10]=1.[Cl-].[NH4+]. The catalyst is C1COCC1.C1(C)C=CC=CC=1. The product is [C:9]1([C:15]2[CH2:16][CH:17]([C:1]3[CH:6]=[CH:5][CH:4]=[CH:3][CH:2]=3)[C:18](=[O:21])[NH:19][N:20]=2)[CH:10]=[CH:11][CH:12]=[CH:13][CH:14]=1. The yield is 0.500. (5) The reactants are [CH3:1][C:2]1[CH:7]=[CH:6][N:5]=[CH:4][C:3]=1[N:8]1[CH2:12][CH2:11][NH:10][C:9]1=[O:13].[C:14]([O:18][C:19]([N:21]1[C:29]2[C:24](=[CH:25][C:26](Br)=[CH:27][CH:28]=2)[CH:23]=[CH:22]1)=[O:20])([CH3:17])([CH3:16])[CH3:15].N[C@@H]1CCCC[C@H]1N.C(=O)([O-])[O-].[K+].[K+]. The catalyst is [Cu](I)I.O1CCOCC1. The product is [C:14]([O:18][C:19]([N:21]1[C:29]2[C:24](=[CH:25][C:26]([N:10]3[CH2:11][CH2:12][N:8]([C:3]4[CH:4]=[N:5][CH:6]=[CH:7][C:2]=4[CH3:1])[C:9]3=[O:13])=[CH:27][CH:28]=2)[CH:23]=[CH:22]1)=[O:20])([CH3:17])([CH3:15])[CH3:16]. The yield is 0.240. (6) The reactants are C[O:2][C:3]1[CH:4]=[C:5]([CH:8]=[C:9]([C:11]2[CH:16]=[CH:15][CH:14]=[C:13]([CH2:17][NH:18][CH2:19][CH2:20][C@H:21]3[O:25][C:24](=[O:26])[N:23]([C:27]4[CH:28]=[CH:29][C:30]5[S:35][CH2:34][C:33](=[O:36])[NH:32][C:31]=5[CH:37]=4)[CH2:22]3)[CH:12]=2)[N:10]=1)[C:6]#[N:7].[Na+].[I-].C[Si](C)(C)Cl.CC(O)=O. The catalyst is CC#N.CN(C=O)C. The product is [OH:2][C:3]1[CH:4]=[C:5]([CH:8]=[C:9]([C:11]2[CH:16]=[CH:15][CH:14]=[C:13]([CH2:17][NH:18][CH2:19][CH2:20][C@H:21]3[O:25][C:24](=[O:26])[N:23]([C:27]4[CH:28]=[CH:29][C:30]5[S:35][CH2:34][C:33](=[O:36])[NH:32][C:31]=5[CH:37]=4)[CH2:22]3)[CH:12]=2)[N:10]=1)[C:6]#[N:7]. The yield is 0.440. (7) The reactants are [C:1](OCC)(OCC)([O:3][CH2:4][CH3:5])[CH3:2].[C:12](#[N:16])[CH2:13][C:14]#[N:15].C(O)(=O)C. The catalyst is C(O)C. The product is [CH2:1]([O:3][C:4](=[C:13]([C:12]#[N:16])[C:14]#[N:15])[CH3:5])[CH3:2]. The yield is 0.940.